The task is: Predict which catalyst facilitates the given reaction.. This data is from Catalyst prediction with 721,799 reactions and 888 catalyst types from USPTO. (1) Reactant: [CH3:1][CH2:2][N:3]([CH2:6][CH2:7][NH:8][C:9]([C:11]1[C:12]([CH3:29])=[C:13](/[CH:17]=[C:18]2/[C:19]3[CH:20]=[C:21]([F:28])[CH:22]=[CH:23][C:24]=3[NH:25][C:26]/2=[O:27])[NH:14][C:15]=1[CH3:16])=[O:10])[CH2:4][CH3:5].[C:30]([OH:42])(=[O:41])[CH2:31][C:32]([CH2:37][C:38]([OH:40])=[O:39])([C:34]([OH:36])=[O:35])[OH:33]. Product: [CH3:1][CH2:2][N:3]([CH2:6][CH2:7][NH:8][C:9]([C:11]1[C:12]([CH3:29])=[C:13](/[CH:17]=[C:18]2/[C:19]3[CH:20]=[C:21]([F:28])[CH:22]=[CH:23][C:24]=3[NH:25][C:26]/2=[O:27])[NH:14][C:15]=1[CH3:16])=[O:10])[CH2:4][CH3:5].[C:30]([O-:42])(=[O:41])[CH2:31][C:32]([CH2:37][C:38]([O-:40])=[O:39])([C:34]([O-:36])=[O:35])[OH:33]. The catalyst class is: 8. (2) Reactant: [CH3:1][CH:2]([OH:10])[C:3]1[CH:8]=[CH:7][C:6]([F:9])=[CH:5][CH:4]=1.[H-].[Na+].[F:13][C:14]1[CH:21]=[CH:20][CH:19]=[C:18](F)[C:15]=1[C:16]#[N:17]. Product: [F:13][C:14]1[CH:21]=[CH:20][CH:19]=[C:18]([O:10][CH:2]([C:3]2[CH:8]=[CH:7][C:6]([F:9])=[CH:5][CH:4]=2)[CH3:1])[C:15]=1[C:16]#[N:17]. The catalyst class is: 9. (3) Reactant: [Cl:1][C:2]1[CH:9]=[C:8]([OH:10])[CH:7]=[C:6]([Cl:11])[C:3]=1[CH:4]=[O:5].Cl[CH2:13][C:14]([N:16]([CH3:18])[CH3:17])=[O:15].O.CCOC(C)=O. Product: [Cl:1][C:2]1[CH:9]=[C:8]([CH:7]=[C:6]([Cl:11])[C:3]=1[CH:4]=[O:5])[O:10][CH2:13][C:14]([N:16]([CH3:18])[CH3:17])=[O:15]. The catalyst class is: 3. (4) Reactant: C[Si](C)(C)CCOC[N:7]1[C:11]2[N:12]=[CH:13][N:14]=[C:15]([C:16]3[CH:17]=[N:18][N:19]([C@@H:21]4[CH2:26][CH2:25][C@H:24]([CH:27]=[N:28]O)[CH2:23][CH2:22]4)[CH:20]=3)[C:10]=2[CH:9]=[CH:8]1.N1C=CC=CC=1.C1(S(Cl)(=O)=O)C=CC=CC=1. Product: [N:12]1[C:11]2[NH:7][CH:8]=[CH:9][C:10]=2[C:15]([C:16]2[CH:17]=[N:18][N:19]([C@@H:21]3[CH2:22][CH2:23][C@H:24]([C:27]#[N:28])[CH2:25][CH2:26]3)[CH:20]=2)=[N:14][CH:13]=1. The catalyst class is: 144. (5) Reactant: [F:1][C:2]1[CH:41]=[CH:40][C:5]([CH2:6][N:7]2[CH2:12][CH2:11][N:10]3[C:13]4[CH2:30][CH2:29][N:28]([CH2:31][C:32]5[CH:37]=[CH:36][N:35]=[CH:34][CH:33]=5)[C:27](=[O:38])[C:14]=4[C:15]([O:16]S(C4C(C)=CC=CC=4)(=O)=O)=[C:9]3[C:8]2=[O:39])=[CH:4][CH:3]=1.C[O-].[Na+]. Product: [F:1][C:2]1[CH:41]=[CH:40][C:5]([CH2:6][N:7]2[CH2:12][CH2:11][N:10]3[C:13]4[CH2:30][CH2:29][N:28]([CH2:31][C:32]5[CH:37]=[CH:36][N:35]=[CH:34][CH:33]=5)[C:27](=[O:38])[C:14]=4[C:15]([OH:16])=[C:9]3[C:8]2=[O:39])=[CH:4][CH:3]=1. The catalyst class is: 5. (6) Reactant: [CH3:1][C:2]1[CH:7]=[CH:6][C:5]([C:8]2[O:12][N:11]=[CH:10][C:9]=2[C:13](Cl)=[O:14])=[CH:4][CH:3]=1.[C:16]1([C:22]2([C:28]#[N:29])[CH2:27][CH2:26][NH:25][CH2:24][CH2:23]2)[CH:21]=[CH:20][CH:19]=[CH:18][CH:17]=1. Product: [CH3:1][C:2]1[CH:7]=[CH:6][C:5]([C:8]2[O:12][N:11]=[CH:10][C:9]=2[C:13]([N:25]2[CH2:24][CH2:23][C:22]([C:16]3[CH:21]=[CH:20][CH:19]=[CH:18][CH:17]=3)([C:28]#[N:29])[CH2:27][CH2:26]2)=[O:14])=[CH:4][CH:3]=1. The catalyst class is: 4. (7) Reactant: [CH:1]1([C:5]2[CH:10]=[CH:9][CH:8]=[CH:7][C:6]=2[O:11]COC)[CH2:4][CH2:3][CH2:2]1.C([Li])(CC)C.C1CCCCC1.CN(C)[CH:28]=[O:29].Cl. Product: [CH:1]1([C:5]2[C:6]([OH:11])=[C:7]([CH:8]=[CH:9][CH:10]=2)[CH:28]=[O:29])[CH2:2][CH2:3][CH2:4]1. The catalyst class is: 7. (8) Reactant: [Cl:1][C:2]1[CH:3]=[N:4][CH:5]=[C:6]([Cl:26])[C:7]=1[NH:8][C:9]1[NH:10][C:11]2[C:17]3[CH2:18][C:19]([CH3:22])([CH3:21])[O:20][C:16]=3[C:15]([C:23]([OH:25])=O)=[CH:14][C:12]=2[N:13]=1.F[B-](F)(F)F.[N:32]1(OC(N(C)C)=[N+](C)C)[C:36]2[CH:37]=[CH:38][CH:39]=[CH:40][C:35]=2N=N1.CN1CCOCC1.C1(N)CCCCC1. Product: [CH:36]1([NH:32][C:23]([C:15]2[C:16]3[O:20][C:19]([CH3:22])([CH3:21])[CH2:18][C:17]=3[C:11]3[NH:10][C:9]([NH:8][C:7]4[C:2]([Cl:1])=[CH:3][N:4]=[CH:5][C:6]=4[Cl:26])=[N:13][C:12]=3[CH:14]=2)=[O:25])[CH2:37][CH2:38][CH2:39][CH2:40][CH2:35]1. The catalyst class is: 118. (9) Reactant: [OH:1][C:2]1C2N=NNC=2C=CC=1.[CH2:20]1[CH2:25][CH2:24][CH:23](N=C=N[CH:20]2[CH2:25][CH2:24][CH2:23][CH2:22][CH2:21]2)[CH2:22][CH2:21]1.CN(C)C=[O:29]. Product: [C:2]([OH:1])(=[O:29])[C:20]1[CH:21]=[CH:22][CH:23]=[CH:24][CH:25]=1. The catalyst class is: 13. (10) Reactant: [CH3:1][O:2][C:3](=[O:12])[CH2:4][C:5]1[CH:10]=[CH:9][C:8]([OH:11])=[CH:7][CH:6]=1.[N+:13]([O-])([OH:15])=[O:14]. Product: [CH3:1][O:2][C:3](=[O:12])[CH2:4][C:5]1[CH:10]=[CH:9][C:8]([OH:11])=[C:7]([N+:13]([O-:15])=[O:14])[CH:6]=1. The catalyst class is: 15.